Dataset: Retrosynthesis with 50K atom-mapped reactions and 10 reaction types from USPTO. Task: Predict the reactants needed to synthesize the given product. (1) Given the product CC[C@@H]1[C@H](O)C(C)(C)C(=O)N1c1ccc(C#N)c(Cl)c1C, predict the reactants needed to synthesize it. The reactants are: CCC1C(=O)C(C)(C)C(=O)N1c1ccc(C#N)c(Cl)c1C. (2) The reactants are: CN(C)C=O.O=C(O)Cc1nn(-c2ccccn2)c2[nH]c3ccccc3c(=O)c12. Given the product NC(=O)Cc1nn(-c2ccccn2)c2[nH]c3ccccc3c(=O)c12, predict the reactants needed to synthesize it. (3) Given the product CCC(C(=O)c1ccc(Cl)cc1)n1ncn(-c2cnc(N3CCN(c4ccc(OC)cc4)CC3)nc2)c1=O, predict the reactants needed to synthesize it. The reactants are: CCC(Br)C(=O)c1ccc(Cl)cc1.COc1ccc(N2CCN(c3ncc(-n4cn[nH]c4=O)cn3)CC2)cc1. (4) Given the product Cc1cc(N2CCc3ccsc3C2C)nc(Cl)n1, predict the reactants needed to synthesize it. The reactants are: CC1NCCc2ccsc21.Cc1cc(Cl)nc(Cl)n1.